This data is from Peptide-MHC class II binding affinity with 134,281 pairs from IEDB. The task is: Regression. Given a peptide amino acid sequence and an MHC pseudo amino acid sequence, predict their binding affinity value. This is MHC class II binding data. The peptide sequence is GIIQPEQPAQL. The MHC is DRB1_0401 with pseudo-sequence DRB1_0401. The binding affinity (normalized) is 0.153.